From a dataset of Forward reaction prediction with 1.9M reactions from USPTO patents (1976-2016). Predict the product of the given reaction. (1) Given the reactants [O:1]=[C:2]1[CH2:7][NH:6][CH:5]([C:8]([OH:10])=[O:9])[CH2:4][CH2:3]1.[C:11]([O:15][C:16](O[C:16]([O:15][C:11]([CH3:14])([CH3:13])[CH3:12])=[O:17])=[O:17])([CH3:14])([CH3:13])[CH3:12].C(N(CC)CC)C.Cl, predict the reaction product. The product is: [C:11]([O:15][C:16]([N:6]1[CH2:7][C:2](=[O:1])[CH2:3][CH2:4][CH:5]1[C:8]([OH:10])=[O:9])=[O:17])([CH3:14])([CH3:13])[CH3:12]. (2) Given the reactants [CH2:1]([O:3][C:4]([C:6]1[CH:7]=[N:8][N:9]([C:11]2[N:15]([CH2:16][O:17][CH2:18][CH2:19][O:20][CH3:21])[C:14]3[CH:22]=[C:23]([Cl:34])[C:24]([N:26]=[CH:27][C:28]4[CH:33]=[CH:32][CH:31]=[CH:30][CH:29]=4)=[CH:25][C:13]=3[N:12]=2)[CH:10]=1)=[O:5])[CH3:2].[BH4-].[Na+], predict the reaction product. The product is: [CH2:1]([O:3][C:4]([C:6]1[CH:7]=[N:8][N:9]([C:11]2[N:15]([CH2:16][O:17][CH2:18][CH2:19][O:20][CH3:21])[C:14]3[CH:22]=[C:23]([Cl:34])[C:24]([NH:26][CH2:27][C:28]4[CH:33]=[CH:32][CH:31]=[CH:30][CH:29]=4)=[CH:25][C:13]=3[N:12]=2)[CH:10]=1)=[O:5])[CH3:2].